From a dataset of Full USPTO retrosynthesis dataset with 1.9M reactions from patents (1976-2016). Predict the reactants needed to synthesize the given product. (1) Given the product [CH2:12]([N:14]([CH2:10][CH2:9][NH:8][C:6]([O:5][C:1]([CH3:2])([CH3:3])[CH3:4])=[O:7])[CH2:10][CH2:9][NH:8][C:6]([O:5][C:1]([CH3:4])([CH3:3])[CH3:2])=[O:7])[CH3:13], predict the reactants needed to synthesize it. The reactants are: [C:1]([O:5][C:6]([NH:8][CH2:9][CH:10]=O)=[O:7])([CH3:4])([CH3:3])[CH3:2].[CH2:12]([NH2:14])[CH3:13]. (2) Given the product [N:15]([CH2:2][C:3]1[N:4]=[CH:5][N:6]([C:8]2[CH:13]=[CH:12][C:11]([I:14])=[CH:10][CH:9]=2)[CH:7]=1)=[N+:16]=[N-:17], predict the reactants needed to synthesize it. The reactants are: Cl[CH2:2][C:3]1[N:4]=[CH:5][N:6]([C:8]2[CH:13]=[CH:12][C:11]([I:14])=[CH:10][CH:9]=2)[CH:7]=1.[N-:15]=[N+:16]=[N-:17].[Na+].O.CCOC(C)=O. (3) Given the product [Cl:2][C:3]1[CH:4]=[C:5]([OH:23])[CH:6]=[C:7]([NH:9][C:10]2[C:11]3[C:18]4[CH2:19][CH2:20][N:21]([C:30](=[O:31])/[CH:29]=[CH:28]/[CH2:27][N:26]([CH3:25])[CH:33]([CH3:35])[CH3:34])[CH2:22][C:17]=4[S:16][C:12]=3[N:13]=[CH:14][N:15]=2)[CH:8]=1, predict the reactants needed to synthesize it. The reactants are: Cl.[Cl:2][C:3]1[CH:4]=[C:5]([OH:23])[CH:6]=[C:7]([NH:9][C:10]2[C:11]3[C:18]4[CH2:19][CH2:20][NH:21][CH2:22][C:17]=4[S:16][C:12]=3[N:13]=[CH:14][N:15]=2)[CH:8]=1.Cl.[CH3:25][N:26]([CH:33]([CH3:35])[CH3:34])[CH2:27]/[CH:28]=[CH:29]/[C:30](O)=[O:31]. (4) Given the product [Br:1][C:2]1[CH:3]=[C:4]2[C:9](=[CH:10][CH:11]=1)[N:8]=[C:7]([Cl:15])[CH:6]=[CH:5]2, predict the reactants needed to synthesize it. The reactants are: [Br:1][C:2]1[CH:3]=[C:4]2[C:9](=[CH:10][CH:11]=1)[NH:8][C:7](=O)[CH:6]=[CH:5]2.P(Cl)(Cl)([Cl:15])=O. (5) Given the product [F:7][C:8]1[CH:9]=[CH:10][CH:11]=[C:12]2[C:17]=1[N:16]=[C:15]([C:18]1[CH:19]=[CH:20][CH:21]=[CH:22][CH:23]=1)[C:14]([CH3:24])=[C:13]2[C:25]([NH:35][NH:34][C:28]1[CH:33]=[CH:32][CH:31]=[CH:30][CH:29]=1)=[O:27], predict the reactants needed to synthesize it. The reactants are: C(Cl)(=O)C(Cl)=O.[F:7][C:8]1[CH:9]=[CH:10][CH:11]=[C:12]2[C:17]=1[N:16]=[C:15]([C:18]1[CH:23]=[CH:22][CH:21]=[CH:20][CH:19]=1)[C:14]([CH3:24])=[C:13]2[C:25]([OH:27])=O.[C:28]1([NH:34][NH2:35])[CH:33]=[CH:32][CH:31]=[CH:30][CH:29]=1.C(=O)([O-])[O-].[K+].[K+]. (6) Given the product [CH2:1]([O:3][C@@H:4]([CH2:17][C:18]1[CH:19]=[CH:20][C:21]([O:24][CH2:25][CH2:26][C:27]2[CH:28]=[CH:29][C:30]([O:33][S:34]([CH3:37])(=[O:35])=[O:36])=[CH:31][CH:32]=2)=[CH:22][CH:23]=1)[C:5]([OH:6])=[O:39])[CH3:2], predict the reactants needed to synthesize it. The reactants are: [CH2:1]([O:3][C@@H:4]([CH2:17][C:18]1[CH:23]=[CH:22][C:21]([O:24][CH2:25][CH2:26][C:27]2[CH:32]=[CH:31][C:30]([O:33][S:34]([CH3:37])(=[O:36])=[O:35])=[CH:29][CH:28]=2)=[CH:20][CH:19]=1)[C:5](N[C@H](C1C=CC=CC=1)CO)=[O:6])[CH3:2].S(=O)(=O)(O)[OH:39].O1CCOCC1. (7) Given the product [F:1][C:2]1[C:7]([S:8]([CH3:11])(=[O:10])=[O:9])=[CH:6][CH:5]=[CH:4][C:3]=1[CH:12]1[CH2:17][CH2:16][N:15]([CH:25]([CH3:27])[CH3:26])[CH2:14][CH2:13]1, predict the reactants needed to synthesize it. The reactants are: [F:1][C:2]1[C:7]([S:8]([CH3:11])(=[O:10])=[O:9])=[CH:6][CH:5]=[CH:4][C:3]=1[CH:12]1[CH2:17][CH2:16][NH:15][CH2:14][CH2:13]1.C(=O)([O-])[O-].[K+].[K+].Br[CH:25]([CH3:27])[CH3:26].